From a dataset of Forward reaction prediction with 1.9M reactions from USPTO patents (1976-2016). Predict the product of the given reaction. (1) The product is: [Br:8][C:7]1[C:2]([NH:1][CH:19]=[C:14]2[C:15](=[O:16])[O:17][C:10]([CH3:18])([CH3:9])[O:11][C:12]2=[O:13])=[N:3][CH:4]=[CH:5][CH:6]=1. Given the reactants [NH2:1][C:2]1[C:7]([Br:8])=[CH:6][CH:5]=[CH:4][N:3]=1.[CH3:9][C:10]1([CH3:18])[O:17][C:15](=[O:16])[CH2:14][C:12](=[O:13])[O:11]1.[CH:19](OC)(OC)OC, predict the reaction product. (2) Given the reactants [C:1]12([CH2:11][C:12]([NH:14][C:15]3[CH:24]=[CH:23][CH:22]=[C:21]4[C:16]=3[CH:17]=[CH:18][C:19]([CH2:25][CH2:26][CH2:27][N:28]([CH2:36][CH2:37][CH2:38][OH:39])C(=O)OC(C)(C)C)=[N:20]4)=[O:13])[CH2:10][CH:5]3[CH2:6][CH:7]([CH2:9][CH:3]([CH2:4]3)[CH2:2]1)[CH2:8]2.Cl, predict the reaction product. The product is: [C:1]12([CH2:11][C:12]([NH:14][C:15]3[CH:24]=[CH:23][CH:22]=[C:21]4[C:16]=3[CH:17]=[CH:18][C:19]([CH2:25][CH2:26][CH2:27][NH:28][CH2:36][CH2:37][CH2:38][OH:39])=[N:20]4)=[O:13])[CH2:10][CH:5]3[CH2:4][CH:3]([CH2:9][CH:7]([CH2:6]3)[CH2:8]1)[CH2:2]2.